This data is from Reaction yield outcomes from USPTO patents with 853,638 reactions. The task is: Predict the reaction yield, written as a fraction of the theoretical maximum amount of product (1.0 means a 100% yield; for example, 0.34 means a 34% yield). (1) The reactants are [Cl:1][C:2]1[C:3]([CH2:28][CH2:29][C:30]2[CH:35]=[CH:34][C:33]([O:36]C)=[CH:32][C:31]=2[CH3:38])=[C:4]([C:8]2[N:13]=[C:12]([N:14]3[C:18]([C:19]([F:22])([F:21])[F:20])=[C:17]([C:23]([O:25][CH2:26][CH3:27])=[O:24])[CH:16]=[N:15]3)[CH:11]=[CH:10][CH:9]=2)[CH:5]=[CH:6][CH:7]=1.B(Br)(Br)Br. The catalyst is ClCCl.O. The product is [Cl:1][C:2]1[C:3]([CH2:28][CH2:29][C:30]2[CH:35]=[CH:34][C:33]([OH:36])=[CH:32][C:31]=2[CH3:38])=[C:4]([C:8]2[N:13]=[C:12]([N:14]3[C:18]([C:19]([F:22])([F:21])[F:20])=[C:17]([C:23]([O:25][CH2:26][CH3:27])=[O:24])[CH:16]=[N:15]3)[CH:11]=[CH:10][CH:9]=2)[CH:5]=[CH:6][CH:7]=1. The yield is 0.548. (2) The reactants are [Cl:1][C:2]([F:14])([F:13])[C:3]1[CH:8]=[CH:7][C:6]([CH:9]([S:11][CH3:12])[CH3:10])=[CH:5][N:4]=1.[N:15]#[C:16][NH2:17].C(O)(=O)C.C(O)(=O)C.IC1C=CC=CC=1. The catalyst is C1COCC1. The product is [Cl:1][C:2]([F:13])([F:14])[C:3]1[N:4]=[CH:5][C:6]([CH:9]([S:11]([CH3:12])=[N:17][C:16]#[N:15])[CH3:10])=[CH:7][CH:8]=1. The yield is 0.480. (3) The reactants are [CH3:1][N:2]([CH3:31])[C:3]([N:5]1[CH2:9][CH:8]2[CH2:10][C:11]([CH2:24][C:25]3[CH:30]=[CH:29][CH:28]=[CH:27][CH:26]=3)([NH:13][CH2:14][C:15]([N:17]3[CH2:21][CH2:20][CH2:19][C@H:18]3[C:22]#[N:23])=[O:16])[CH2:12][CH:7]2[CH2:6]1)=[O:4].[C:32]([OH:41])(=[O:40])[CH:33]([CH:35]([C:37]([OH:39])=[O:38])[OH:36])[OH:34].CCCCCC. The catalyst is C(OCC)(=O)C.CC(C)=O. The product is [C:37]([CH:35]([CH:33]([C:32]([OH:41])=[O:40])[OH:34])[OH:36])([OH:39])=[O:38].[CH3:31][N:2]([CH3:1])[C:3]([N:5]1[CH2:9][CH:8]2[CH2:10][C:11]([CH2:24][C:25]3[CH:26]=[CH:27][CH:28]=[CH:29][CH:30]=3)([NH:13][CH2:14][C:15]([N:17]3[CH2:21][CH2:20][CH2:19][C@H:18]3[C:22]#[N:23])=[O:16])[CH2:12][CH:7]2[CH2:6]1)=[O:4]. The yield is 0.670.